This data is from Reaction yield outcomes from USPTO patents with 853,638 reactions. The task is: Predict the reaction yield, written as a fraction of the theoretical maximum amount of product (1.0 means a 100% yield; for example, 0.34 means a 34% yield). (1) The reactants are S(=O)(=O)(O)O.[Br:6][CH:7]([C:11]1[CH:16]=[CH:15][CH:14]=[CH:13][CH:12]=1)[C:8]([OH:10])=[O:9].[CH2:17](O)C. No catalyst specified. The product is [Br:6][CH:7]([C:11]1[CH:16]=[CH:15][CH:14]=[CH:13][CH:12]=1)[C:8]([O:10][CH3:17])=[O:9]. The yield is 0.790. (2) The reactants are [CH:1]([C:3]1[CH:11]=[CH:10][C:6]([C:7]([OH:9])=O)=[CH:5][CH:4]=1)=[O:2].[NH2:12][CH:13]([CH2:19][OH:20])[C:14]([O:16][CH2:17][CH3:18])=[O:15]. No catalyst specified. The product is [CH:1]([C:3]1[CH:4]=[CH:5][C:6]([C:7]([NH:12][CH:13]([CH2:19][OH:20])[C:14]([O:16][CH2:17][CH3:18])=[O:15])=[O:9])=[CH:10][CH:11]=1)=[O:2]. The yield is 0.340. (3) The catalyst is C1COCC1. The product is [CH3:34][O:33][C:30]1[CH:29]=[CH:28][C:27]([CH2:26][N:25]([CH2:35][C:36]2[CH:41]=[CH:40][C:39]([O:42][CH3:43])=[CH:38][CH:37]=2)[C:20]2[N:21]=[C:22]([CH3:24])[N:23]=[C:18]([C:17]3[C:12]([NH:66][C:63]4[CH:64]=[C:65]5[C:60]([CH:59]=[CH:58][CH:57]=[N:56]5)=[CH:61][CH:62]=4)=[N:13][CH:14]=[C:15]([C@H:44]([N:46]4[CH2:51][CH2:50][N:49]([S:52]([CH3:55])(=[O:53])=[O:54])[CH2:48][CH2:47]4)[CH3:45])[CH:16]=3)[N:19]=2)=[CH:32][CH:31]=1. The yield is 1.01. The reactants are C[Si]([N-][Si](C)(C)C)(C)C.[Na+].F[C:12]1[C:17]([C:18]2[N:23]=[C:22]([CH3:24])[N:21]=[C:20]([N:25]([CH2:35][C:36]3[CH:41]=[CH:40][C:39]([O:42][CH3:43])=[CH:38][CH:37]=3)[CH2:26][C:27]3[CH:32]=[CH:31][C:30]([O:33][CH3:34])=[CH:29][CH:28]=3)[N:19]=2)=[CH:16][C:15]([C@H:44]([N:46]2[CH2:51][CH2:50][N:49]([S:52]([CH3:55])(=[O:54])=[O:53])[CH2:48][CH2:47]2)[CH3:45])=[CH:14][N:13]=1.[N:56]1[C:65]2[C:60](=[CH:61][CH:62]=[C:63]([NH2:66])[CH:64]=2)[CH:59]=[CH:58][CH:57]=1. (4) The reactants are O.[NH2:2]N.[F:4][C:5]([F:12])([F:11])[C:6](OCC)=O.C(O)(=O)C.[CH:17]([NH2:19])=[NH:18]. The product is [F:4][C:5]([F:12])([F:11])[C:6]1[N:19]=[CH:17][NH:18][N:2]=1. The yield is 0.660. No catalyst specified. (5) The reactants are [C:1]([C:3]1[C:4]([O:35]C)=[N:5][N:6]([C:29]2[CH:34]=[CH:33][CH:32]=[CH:31][CH:30]=2)[C:7]=1[NH:8][C:9]([NH:11][C@H:12]1[C@H:16]([C:17]2[CH:22]=[CH:21][C:20]([F:23])=[C:19]([F:24])[CH:18]=2)[CH2:15][N:14]([CH2:25][CH2:26][O:27][CH3:28])[CH2:13]1)=[O:10])#[N:2].Cl.[OH-].[Na+]. No catalyst specified. The product is [C:1]([C:3]1[C:4](=[O:35])[NH:5][N:6]([C:29]2[CH:34]=[CH:33][CH:32]=[CH:31][CH:30]=2)[C:7]=1[NH:8][C:9]([NH:11][C@H:12]1[C@H:16]([C:17]2[CH:22]=[CH:21][C:20]([F:23])=[C:19]([F:24])[CH:18]=2)[CH2:15][N:14]([CH2:25][CH2:26][O:27][CH3:28])[CH2:13]1)=[O:10])#[N:2]. The yield is 0.377. (6) The reactants are [CH3:1][CH:2]1[CH2:4][CH:3]1[C:5]([OH:7])=O.O1CCCC1.C(Cl)(=O)C(Cl)=O.Cl.[NH2:20][C:21]1[N:22]=[C:23]2[CH:28]=[CH:27][C:26]([O:29][C:30]3[CH:31]=[CH:32][C:33]([CH3:46])=[C:34]([NH:36][C:37]([C:39]4[N:43]([CH3:44])[N:42]=[C:41]([CH3:45])[CH:40]=4)=[O:38])[CH:35]=3)=[N:25][N:24]2[CH:47]=1. The catalyst is CN(C)C=O.CN(C)C(=O)C. The product is [CH3:44][N:43]1[C:39]([C:37]([NH:36][C:34]2[CH:35]=[C:30]([O:29][C:26]3[CH:27]=[CH:28][C:23]4[N:24]([CH:47]=[C:21]([NH:20][C:5]([CH:3]5[CH2:4][CH:2]5[CH3:1])=[O:7])[N:22]=4)[N:25]=3)[CH:31]=[CH:32][C:33]=2[CH3:46])=[O:38])=[CH:40][C:41]([CH3:45])=[N:42]1. The yield is 0.700.